The task is: Predict which catalyst facilitates the given reaction.. This data is from Catalyst prediction with 721,799 reactions and 888 catalyst types from USPTO. (1) Reactant: [F:1][C:2]1[CH:3]=[C:4](C=C[CH:8]=1)[NH2:5].C1(C=O)CC1.P(O)(O[C:24]1[CH:29]=[CH:28][CH:27]=[CH:26][CH:25]=1)(O[C:24]1[CH:29]=[CH:28][CH:27]=[CH:26][CH:25]=1)=O.[CH:31](/[NH:34][C:35](=[O:44])[O:36][CH2:37][C:38]1[CH:43]=[CH:42][CH:41]=[CH:40][CH:39]=1)=[CH:32]\[CH3:33]. Product: [CH:28]1([C@H:27]2[C@H:26]([CH3:25])[C@@H:31]([NH:34][C:35](=[O:44])[O:36][CH2:37][C:38]3[CH:39]=[CH:40][CH:41]=[CH:42][CH:43]=3)[C:32]3[C:4](=[CH:3][C:2]([F:1])=[CH:8][CH:33]=3)[NH:5]2)[CH2:29][CH2:24]1. The catalyst class is: 4. (2) Reactant: C[Zn]C.Br[C:5]1[CH:6]=[C:7]([F:12])[C:8]([NH2:11])=[N:9][CH:10]=1.Cl[CH2:14]Cl. Product: [F:12][C:7]1[C:8]([NH2:11])=[N:9][CH:10]=[C:5]([CH3:14])[CH:6]=1. The catalyst class is: 12. (3) Reactant: [CH2:1]([C:3]1[CH:7]=[C:6]([C:8]([OH:10])=O)[N:5]([CH3:11])[N:4]=1)[CH3:2].CN(C)C=O.C(Cl)(=O)C(Cl)=O.[NH2:23][C:24]1[CH:25]=[C:26]([CH:43]=[CH:44][C:45]=1[Cl:46])[O:27][C:28]1[CH:29]=[CH:30][C:31]2[N:32]([CH:34]=[C:35]([NH:37][C:38]([CH:40]3[CH2:42][CH2:41]3)=[O:39])[N:36]=2)[N:33]=1. Product: [Cl:46][C:45]1[CH:44]=[CH:43][C:26]([O:27][C:28]2[CH:29]=[CH:30][C:31]3[N:32]([CH:34]=[C:35]([NH:37][C:38]([CH:40]4[CH2:42][CH2:41]4)=[O:39])[N:36]=3)[N:33]=2)=[CH:25][C:24]=1[NH:23][C:8]([C:6]1[N:5]([CH3:11])[N:4]=[C:3]([CH2:1][CH3:2])[CH:7]=1)=[O:10]. The catalyst class is: 722. (4) Reactant: [O:1]=[C:2]1[C:23]2[C:18](=[N:19][CH:20]=[CH:21][CH:22]=2)[O:17][C:4]2([CH2:9][CH2:8][N:7](C(OC(C)(C)C)=O)[CH2:6][CH2:5]2)[CH2:3]1.[ClH:24].O1CCOCC1. Product: [ClH:24].[ClH:24].[NH:7]1[CH2:6][CH2:5][C:4]2([O:17][C:18]3=[N:19][CH:20]=[CH:21][CH:22]=[C:23]3[C:2](=[O:1])[CH2:3]2)[CH2:9][CH2:8]1. The catalyst class is: 11. (5) Reactant: F[C:2]1[CH:7]=[CH:6][CH:5]=[CH:4][C:3]=1[N+:8]([O-:10])=[O:9].C(=O)([O-])[O-].[K+].[K+].[CH:17]1([NH2:24])[CH2:22][CH2:21][CH2:20][CH:19]([NH2:23])[CH2:18]1.C(OCC)(=O)C. Product: [N+:8]([C:3]1[CH:4]=[CH:5][CH:6]=[CH:7][C:2]=1[NH:23][CH:19]1[CH2:20][CH2:21][CH2:22][CH:17]([NH2:24])[CH2:18]1)([O-:10])=[O:9]. The catalyst class is: 47. (6) Reactant: Cl[C:2]1[CH:9]=[CH:8][C:5]([C:6]#[N:7])=[C:4]([N:10]([CH2:12][CH2:13][O:14][CH3:15])[CH3:11])[N:3]=1.[Br:16][C:17]1[CH:24]=[CH:23][C:22]([OH:25])=[CH:21][C:18]=1[CH:19]=[O:20].C([O-])([O-])=O.[K+].[K+]. Product: [Br:16][C:17]1[CH:24]=[CH:23][C:22]([O:25][C:2]2[CH:9]=[CH:8][C:5]([C:6]#[N:7])=[C:4]([N:10]([CH2:12][CH2:13][O:14][CH3:15])[CH3:11])[N:3]=2)=[CH:21][C:18]=1[CH:19]=[O:20]. The catalyst class is: 3. (7) Reactant: [Cl:1][C:2]1[CH:7]=[CH:6][C:5]([C@@H:8]2[C@@:10]3([C:18]4[C:13](=[CH:14][CH:15]=[CH:16][CH:17]=4)[N:12]([C:19]4[CH:20]=[C:21]([CH:25]=[CH:26][CH:27]=4)[C:22](O)=[O:23])[C:11]3=[O:28])[CH2:9]2)=[CH:4][CH:3]=1.F[B-](F)(F)F.N1(OC(N(C)C)=[N+](C)C)C2C=CC=CC=2N=N1.C(N(CC)C(C)C)(C)C.[NH:60]1[CH2:65][CH2:64][O:63][CH2:62][CH2:61]1. Product: [Cl:1][C:2]1[CH:7]=[CH:6][C:5]([C@@H:8]2[C@@:10]3([C:18]4[C:13](=[CH:14][CH:15]=[CH:16][CH:17]=4)[N:12]([C:19]4[CH:27]=[CH:26][CH:25]=[C:21]([C:22]([N:60]5[CH2:65][CH2:64][O:63][CH2:62][CH2:61]5)=[O:23])[CH:20]=4)[C:11]3=[O:28])[CH2:9]2)=[CH:4][CH:3]=1. The catalyst class is: 3. (8) Reactant: C([O:8][C:9]1[CH:10]=[C:11]([C:15]2[CH:20]=[CH:19][N:18]=[C:17]3[CH:21]=[C:22]([C:24]4[CH:29]=[C:28]([O:30][CH3:31])[C:27]([O:32][CH3:33])=[C:26]([O:34][CH3:35])[CH:25]=4)[O:23][C:16]=23)[CH:12]=[CH:13][CH:14]=1)C1C=CC=CC=1. Product: [CH3:31][O:30][C:28]1[CH:29]=[C:24]([C:22]2[O:23][C:16]3[C:17](=[N:18][CH:19]=[CH:20][C:15]=3[C:11]3[CH:10]=[C:9]([OH:8])[CH:14]=[CH:13][CH:12]=3)[CH:21]=2)[CH:25]=[C:26]([O:34][CH3:35])[C:27]=1[O:32][CH3:33]. The catalyst class is: 123. (9) Reactant: [Cl:1][C:2]1[CH:11]=[C:10]([C:12]2[CH:13]=[N:14][C:15]3[N:16]([C:18]([CH2:21][C:22]4[CH:23]=[C:24]5[C:29](=[CH:30][CH:31]=4)[N:28]=[CH:27][CH:26]=[CH:25]5)=[CH:19][N:20]=3)[N:17]=2)[CH:9]=[CH:8][C:3]=1[C:4]([O:6]C)=[O:5].[OH-].[Li+]. Product: [Cl:1][C:2]1[CH:11]=[C:10]([C:12]2[CH:13]=[N:14][C:15]3[N:16]([C:18]([CH2:21][C:22]4[CH:23]=[C:24]5[C:29](=[CH:30][CH:31]=4)[N:28]=[CH:27][CH:26]=[CH:25]5)=[CH:19][N:20]=3)[N:17]=2)[CH:9]=[CH:8][C:3]=1[C:4]([OH:6])=[O:5]. The catalyst class is: 193.